Dataset: Experimentally validated miRNA-target interactions with 360,000+ pairs, plus equal number of negative samples. Task: Binary Classification. Given a miRNA mature sequence and a target amino acid sequence, predict their likelihood of interaction. The miRNA is rno-miR-383-5p with sequence CAGAUCAGAAGGUGACUGUGG. The protein sequence of the target gene is MTLLITGDSIVSAEAVWDHVTMANRELAFKAGDVIKVLDASNKDWWWGQIDDEEGWFPASFVRLWVNQEDEVEEGPSDVQNGHLDPNSDCLCLGRPLQNRDQMRANVINEIMSTERHYIKHLKDICEGYLKQCRKRRDMFSDEQLKVIFGNIEDIYRFQMGFVRDLEKQYNNDDPHLSEIGPCFLEHQDGFWIYSEYCNNHLDACMELSKLMKDSRYQHFFEACRLLQQMIDIAIDGFLLTPVQKICKYPLQLAELLKYTAQDHSDYRYVAAALAVMRNVTQQINERKRRLENIDKIAQW.... Result: 0 (no interaction).